This data is from Retrosynthesis with 50K atom-mapped reactions and 10 reaction types from USPTO. The task is: Predict the reactants needed to synthesize the given product. (1) Given the product CC(C)CC(=O)N1CCOC(c2ccccc2)C1, predict the reactants needed to synthesize it. The reactants are: CC(C)CC(=O)Cl.c1ccc(C2CNCCO2)cc1. (2) Given the product CCC(CC)Nc1cc(C(=O)O)ccc1N1C(=O)CCC1(CO)CO, predict the reactants needed to synthesize it. The reactants are: CCC(CC)Nc1cc(C(=O)OC)ccc1N1C(=O)CCC1(CO)CO. (3) Given the product COc1ccc(S(=O)(=O)Nc2ncccn2)c2c1C[C@@H](NC(=O)C(F)(F)F)CC2, predict the reactants needed to synthesize it. The reactants are: COc1ccc(S(N)(=O)=O)c2c1C[C@@H](NC(=O)C(F)(F)F)CC2.Clc1ncccn1.